This data is from Peptide-MHC class I binding affinity with 185,985 pairs from IEDB/IMGT. The task is: Regression. Given a peptide amino acid sequence and an MHC pseudo amino acid sequence, predict their binding affinity value. This is MHC class I binding data. (1) The MHC is HLA-B07:02 with pseudo-sequence HLA-B07:02. The peptide sequence is IHKPRPPAT. The binding affinity (normalized) is 0.0847. (2) The peptide sequence is GTGLWTHDK. The MHC is HLA-A31:01 with pseudo-sequence HLA-A31:01. The binding affinity (normalized) is 0.382. (3) The peptide sequence is IATLYCVHQR. The MHC is HLA-A30:01 with pseudo-sequence HLA-A30:01. The binding affinity (normalized) is 0.196. (4) The peptide sequence is FTWQHNYYL. The MHC is HLA-B40:01 with pseudo-sequence HLA-B40:01. The binding affinity (normalized) is 0.213. (5) The peptide sequence is EEEKRWIAV. The MHC is Mamu-A11 with pseudo-sequence Mamu-A11. The binding affinity (normalized) is 0.386. (6) The peptide sequence is YQAENSTAE. The MHC is HLA-A30:02 with pseudo-sequence HLA-A30:02. The binding affinity (normalized) is 0.213.